Dataset: Forward reaction prediction with 1.9M reactions from USPTO patents (1976-2016). Task: Predict the product of the given reaction. (1) Given the reactants Cl.C[O:3][C:4](=[O:39])[C:5]1[CH:10]=[CH:9][C:8]([CH2:11][O:12][C:13]2[CH:18]=[CH:17][C:16]([CH2:19][C@H:20]([NH2:38])[C:21]3[N:22]([CH2:34][CH2:35][CH2:36][CH3:37])[CH:23]=[C:24]([C:26]4[CH:31]=[CH:30][C:29]([Cl:32])=[CH:28][C:27]=4[Cl:33])[N:25]=3)=[CH:15][CH:14]=2)=[CH:7][CH:6]=1.[CH3:40][C:41]([CH3:48])([CH3:47])[CH2:42][CH2:43][C:44]([OH:46])=O, predict the reaction product. The product is: [CH2:34]([N:22]1[CH:23]=[C:24]([C:26]2[CH:31]=[CH:30][C:29]([Cl:32])=[CH:28][C:27]=2[Cl:33])[N:25]=[C:21]1[C@@H:20]([NH:38][C:44](=[O:46])[CH2:43][CH2:42][C:41]([CH3:40])([CH3:48])[CH3:47])[CH2:19][C:16]1[CH:17]=[CH:18][C:13]([O:12][CH2:11][C:8]2[CH:7]=[CH:6][C:5]([C:4]([OH:39])=[O:3])=[CH:10][CH:9]=2)=[CH:14][CH:15]=1)[CH2:35][CH2:36][CH3:37]. (2) Given the reactants C(O[C:4]([C:6]1[C:7]2[CH2:8][C@H:9]3[CH2:22][C@H:10]3[C:11]=2[N:12]([C:14]2[CH:19]=[CH:18][C:17]([F:20])=[CH:16][C:15]=2[F:21])[N:13]=1)=[O:5])C.C1N(P(Cl)(N2C(=O)OCC2)=O)C(=O)OC1.CCN(C(C)C)C(C)C.[NH2:47][CH:48]1[CH2:53][CH2:52][N:51]([C:54]([O:56][C:57]([CH3:60])([CH3:59])[CH3:58])=[O:55])[CH2:50][CH2:49]1, predict the reaction product. The product is: [C:57]([O:56][C:54]([N:51]1[CH2:52][CH2:53][CH:48]([NH:47][C:4]([C:6]2[C:7]3[CH2:8][C@H:9]4[CH2:22][C@H:10]4[C:11]=3[N:12]([C:14]3[CH:19]=[CH:18][C:17]([F:20])=[CH:16][C:15]=3[F:21])[N:13]=2)=[O:5])[CH2:49][CH2:50]1)=[O:55])([CH3:60])([CH3:58])[CH3:59].